Dataset: Forward reaction prediction with 1.9M reactions from USPTO patents (1976-2016). Task: Predict the product of the given reaction. (1) Given the reactants [CH3:1][C:2]1[CH:15]=[C:14]2[C:5]([S:6][C:7]3[CH:8]=[CH:9][CH:10]=[C:11]([C:17]([OH:19])=O)[C:12]=3[C:13]2=[O:16])=[CH:4][CH:3]=1.S(Cl)([Cl:22])=O, predict the reaction product. The product is: [CH3:1][C:2]1[CH:15]=[C:14]2[C:5]([S:6][C:7]3[CH:8]=[CH:9][CH:10]=[C:11]([C:17]([Cl:22])=[O:19])[C:12]=3[C:13]2=[O:16])=[CH:4][CH:3]=1. (2) Given the reactants [N:1]1([CH2:7][CH2:8][CH2:9][O:10][C:11]2[CH:21]=[CH:20][C:14]3[CH2:15][NH:16][CH2:17][CH2:18][CH2:19][C:13]=3[CH:12]=2)[CH2:6][CH2:5][CH2:4][CH2:3][CH2:2]1.[C:22]1(N)[C:27](F)=C(F)C(F)=C(N)[C:23]=1F.Cl.Cl, predict the reaction product. The product is: [CH:22]([N:16]1[CH2:17][CH2:18][CH2:19][C:13]2[CH:12]=[C:11]([O:10][CH2:9][CH2:8][CH2:7][N:1]3[CH2:2][CH2:3][CH2:4][CH2:5][CH2:6]3)[CH:21]=[CH:20][C:14]=2[CH2:15]1)([CH3:27])[CH3:23]. (3) Given the reactants [Cl:1][C:2]1[CH:3]=[C:4]([C:8]2[C:14]3[CH:15]=[C:16]([C:19]([C:27]4[CH:32]=[CH:31][C:30]([Cl:33])=[CH:29][CH:28]=4)(O)[C:20]4[N:24]([CH3:25])[CH:23]=[N:22][CH:21]=4)[CH:17]=[CH:18][C:13]=3[N:12]([CH3:34])[C:11](=[O:35])[CH2:10][N:9]=2)[CH:5]=[CH:6][CH:7]=1.S(Cl)([Cl:38])=O, predict the reaction product. The product is: [Cl:38][C:19]([C:27]1[CH:32]=[CH:31][C:30]([Cl:33])=[CH:29][CH:28]=1)([C:20]1[N:24]([CH3:25])[CH:23]=[N:22][CH:21]=1)[C:16]1[CH:17]=[CH:18][C:13]2[N:12]([CH3:34])[C:11](=[O:35])[CH2:10][N:9]=[C:8]([C:4]3[CH:5]=[CH:6][CH:7]=[C:2]([Cl:1])[CH:3]=3)[C:14]=2[CH:15]=1. (4) The product is: [F:12][C:13]([F:26])([F:25])[S:14]([O:11][C:2]1[CH:3]=[CH:4][C:5]2[C:10](=[CH:9][CH:8]=[CH:7][N:6]=2)[N:1]=1)(=[O:16])=[O:15]. Given the reactants [NH:1]1[C:10]2[C:5](=[N:6][CH:7]=[CH:8][CH:9]=2)[CH:4]=[CH:3][C:2]1=[O:11].[F:12][C:13]([F:26])([F:25])[S:14](O[S:14]([C:13]([F:26])([F:25])[F:12])(=[O:16])=[O:15])(=[O:16])=[O:15], predict the reaction product. (5) Given the reactants C([O-])([O-])=O.[Na+].[Na+].CC1(C)C(C)(C)OB([C:15]2[CH:20]=[CH:19][C:18]([NH2:21])=[CH:17][CH:16]=2)O1.[C:23]([O:27][C:28]([N:30]1[CH2:33][CH:32]([CH2:34][NH:35][C:36]2[N:41]=[C:40](Cl)[N:39]=[C:38]([N:43]3[CH2:48][CH2:47][O:46][CH2:45][CH2:44]3)[N:37]=2)[CH2:31]1)=[O:29])([CH3:26])([CH3:25])[CH3:24], predict the reaction product. The product is: [C:23]([O:27][C:28]([N:30]1[CH2:33][CH:32]([CH2:34][NH:35][C:36]2[N:41]=[C:40]([C:15]3[CH:16]=[CH:17][C:18]([NH2:21])=[CH:19][CH:20]=3)[N:39]=[C:38]([N:43]3[CH2:48][CH2:47][O:46][CH2:45][CH2:44]3)[N:37]=2)[CH2:31]1)=[O:29])([CH3:26])([CH3:24])[CH3:25]. (6) Given the reactants [Br:1][C:2]1[S:6][C:5]([C:7]2[N:11]([C:12]3[CH:17]=[CH:16][C:15]([Cl:18])=[CH:14][C:13]=3[Cl:19])[N:10]=[C:9]([C:20](Cl)=[O:21])[C:8]=2[CH3:23])=[CH:4][CH:3]=1.[CH:24]1([C:30]([NH2:32])=[O:31])[CH2:29][CH2:28][CH2:27][CH2:26][CH2:25]1.C[Si]([N-][Si](C)(C)C)(C)C.[Li+], predict the reaction product. The product is: [CH:24]1([C:30]([NH:32][C:20]([C:9]2[C:8]([CH3:23])=[C:7]([C:5]3[S:6][C:2]([Br:1])=[CH:3][CH:4]=3)[N:11]([C:12]3[CH:17]=[CH:16][C:15]([Cl:18])=[CH:14][C:13]=3[Cl:19])[N:10]=2)=[O:21])=[O:31])[CH2:29][CH2:28][CH2:27][CH2:26][CH2:25]1. (7) Given the reactants CC1O[N:5]=[C:4]([CH3:7])[C:3]=1[C:8]1[CH:20]=[N:19][C:18]2[C:17]3[CH:16]=[CH:15][C:14]([C:21]([OH:24])([CH3:23])[CH3:22])=[CH:13][C:12]=3[N:11]([CH:25]([CH:32]3[CH2:37][CH2:36][O:35][CH2:34][CH2:33]3)[C:26]3[CH:31]=[CH:30][CH:29]=[CH:28][CH:27]=3)[C:10]=2[CH:9]=1.[CH3:38][N:39]1C(C2C=NC3C4C(OC)=CC(C(OC)=O)=CC=4NC=3C=2)=C(C)N=[N:40]1.C1([C@@H:70](C2CCOCC2)[OH:71])C=CC=CC=1, predict the reaction product. The product is: [CH3:7][C:4]1[N:5]=[N:40][N:39]([CH3:38])[C:3]=1[C:8]1[CH:20]=[N:19][C:18]2[C:17]3[C:16]([O:71][CH3:70])=[CH:15][C:14]([C:21]([OH:24])([CH3:23])[CH3:22])=[CH:13][C:12]=3[N:11]([C@@H:25]([CH:32]3[CH2:33][CH2:34][O:35][CH2:36][CH2:37]3)[C:26]3[CH:27]=[CH:28][CH:29]=[CH:30][CH:31]=3)[C:10]=2[CH:9]=1.